Dataset: Catalyst prediction with 721,799 reactions and 888 catalyst types from USPTO. Task: Predict which catalyst facilitates the given reaction. (1) Reactant: [CH:1]([C:4]1[CH:9]=[C:8]([N+:10]([O-])=O)[C:7]([CH3:13])=[CH:6][C:5]=1[C:14]1[CH:19]=[CH:18][C:17]([C:20]([NH:22][CH3:23])=[O:21])=[CH:16][CH:15]=1)([CH3:3])[CH3:2]. Product: [NH2:10][C:8]1[C:7]([CH3:13])=[CH:6][C:5]([C:14]2[CH:19]=[CH:18][C:17]([C:20]([NH:22][CH3:23])=[O:21])=[CH:16][CH:15]=2)=[C:4]([CH:1]([CH3:3])[CH3:2])[CH:9]=1. The catalyst class is: 19. (2) Reactant: C[N:2](/[CH:4]=[N:5]/[C:6](=[S:12])[C:7]([O:9][CH2:10][CH3:11])=[O:8])C.N1C=CC=CC=1.NOS(=O)(=O)O. Product: [S:12]1[C:6]([C:7]([O:9][CH2:10][CH3:11])=[O:8])=[N:5][CH:4]=[N:2]1. The catalyst class is: 8. (3) Reactant: C(OC([NH:8][C:9]1[C:14]([NH:15]C(OC(C)(C)C)=O)=[CH:13][C:12]([S:23][S:24]([C:27]2[CH:32]=[CH:31][C:30]([CH3:33])=[CH:29][CH:28]=2)(=[O:26])=[O:25])=[C:11]([CH:34]([CH3:36])[CH3:35])[CH:10]=1)=O)(C)(C)C. Product: [NH2:8][C:9]1[C:14]([NH2:15])=[CH:13][C:12]([S:23][S:24]([C:27]2[CH:32]=[CH:31][C:30]([CH3:33])=[CH:29][CH:28]=2)(=[O:26])=[O:25])=[C:11]([CH:34]([CH3:36])[CH3:35])[CH:10]=1. The catalyst class is: 2. (4) Reactant: [NH2:1][C:2]1[N:10]=[CH:9][CH:8]=[CH:7][C:3]=1[C:4]([OH:6])=O.ON1C2C=CC=CC=2N=N1.CCN=C=NCCCN(C)C.[CH3:32][C:33]1[C:47]([CH3:48])=[C:46]([CH3:49])[CH:45]=[CH:44][C:34]=1[S:35][C:36]1[CH:43]=[CH:42][C:39]([CH2:40][NH2:41])=[CH:38][CH:37]=1.C(=O)(O)[O-].[Na+]. Product: [CH3:32][C:33]1[C:47]([CH3:48])=[C:46]([CH3:49])[CH:45]=[CH:44][C:34]=1[S:35][C:36]1[CH:37]=[CH:38][C:39]([CH2:40][NH:41][C:4](=[O:6])[C:3]2[CH:7]=[CH:8][CH:9]=[N:10][C:2]=2[NH2:1])=[CH:42][CH:43]=1. The catalyst class is: 3. (5) Reactant: [Br:1][C:2]1[CH:3]=[N:4][C:5]2[N:6]([N:8]=[C:9]([C:11]([OH:13])=O)[CH:10]=2)[CH:7]=1.CN(C(ON1N=NC2C=CC=CC1=2)=[N+](C)C)C.[B-](F)(F)(F)F.C(N(CC)CC)C.[C:43]1([C:49]2[CH2:50][CH2:51][NH:52][CH2:53][CH:54]=2)[CH:48]=[CH:47][CH:46]=[CH:45][CH:44]=1. Product: [Br:1][C:2]1[CH:3]=[N:4][C:5]2[N:6]([N:8]=[C:9]([C:11]([N:52]3[CH2:51][CH:50]=[C:49]([C:43]4[CH:48]=[CH:47][CH:46]=[CH:45][CH:44]=4)[CH2:54][CH2:53]3)=[O:13])[CH:10]=2)[CH:7]=1. The catalyst class is: 144. (6) Reactant: C(OC([N:8]1[CH2:13][CH2:12][N:11]([C:14]2[CH:19]=[CH:18][CH:17]=[C:16]([S:20]([C:23]3[CH:28]=[CH:27][CH:26]=[CH:25][CH:24]=3)(=[O:22])=[O:21])[C:15]=2[Cl:29])[CH2:10][CH2:9]1)=O)(C)(C)C. Product: [C:23]1([S:20]([C:16]2[C:15]([Cl:29])=[C:14]([N:11]3[CH2:12][CH2:13][NH:8][CH2:9][CH2:10]3)[CH:19]=[CH:18][CH:17]=2)(=[O:21])=[O:22])[CH:24]=[CH:25][CH:26]=[CH:27][CH:28]=1. The catalyst class is: 12. (7) Reactant: F[C:2]1[CH:9]=[CH:8][C:5]([C:6]#[N:7])=[CH:4][CH:3]=1.[CH3:10][C:11]([NH2:15])([CH3:14])[CH2:12][NH2:13]. Product: [NH2:15][C:11]([CH3:14])([CH3:10])[CH2:12][NH:13][C:2]1[CH:9]=[CH:8][C:5]([C:6]#[N:7])=[CH:4][CH:3]=1. The catalyst class is: 5. (8) Reactant: C(OC([N:8]1[CH2:12][CH:11]2[CH2:13][N:14]([C:16]3[CH:21]=[CH:20][C:19]([C:22]([O:24][CH2:25][CH3:26])=[O:23])=[CH:18][N:17]=3)[CH2:15][CH:10]2[CH2:9]1)=O)(C)(C)C.[ClH:27].O1CCOCC1. Product: [ClH:27].[CH2:13]1[CH:11]2[CH2:12][NH:8][CH2:9][CH:10]2[CH2:15][N:14]1[C:16]1[CH:21]=[CH:20][C:19]([C:22]([O:24][CH2:25][CH3:26])=[O:23])=[CH:18][N:17]=1. The catalyst class is: 28. (9) Reactant: Cl[C:2]1[CH:7]=[N:6][N:5]([CH3:8])[C:4](=[O:9])[CH:3]=1.[B:10]1([B:10]2[O:14][C:13]([CH3:16])([CH3:15])[C:12]([CH3:18])([CH3:17])[O:11]2)[O:14][C:13]([CH3:16])([CH3:15])[C:12]([CH3:18])([CH3:17])[O:11]1.C([O-])(=O)C.[K+].CC(C1C=C(C(C)C)C(C2C=CC=CC=2P(C2CCCCC2)C2CCCCC2)=C(C(C)C)C=1)C. Product: [CH3:8][N:5]1[C:4](=[O:9])[CH:3]=[C:2]([B:10]2[O:14][C:13]([CH3:16])([CH3:15])[C:12]([CH3:18])([CH3:17])[O:11]2)[CH:7]=[N:6]1. The catalyst class is: 62. (10) The catalyst class is: 28. Product: [F:1][C:2]1[C:7]([O:8][CH3:9])=[CH:6][CH:5]=[CH:4][C:3]=1[CH:10]([CH2:11][CH3:12])[CH2:13][C:14]([OH:22])=[O:15]. Reactant: [F:1][C:2]1[C:7]([O:8][CH3:9])=[CH:6][CH:5]=[CH:4][C:3]=1[CH:10]([CH:13]1C(=O)OC(C)(C)[O:15][C:14]1=[O:22])[CH2:11][CH3:12].CN(C=O)C.O.